From a dataset of Reaction yield outcomes from USPTO patents with 853,638 reactions. Predict the reaction yield, written as a fraction of the theoretical maximum amount of product (1.0 means a 100% yield; for example, 0.34 means a 34% yield). The reactants are [CH:1](=O)[CH3:2].C([BH3-])#N.[Na+].C(O)(=O)C.[NH2:12][C@H:13]1[CH2:17][CH2:16][N:15]([C:18]([O:20][C:21]([CH3:24])([CH3:23])[CH3:22])=[O:19])[CH2:14]1.C(=O)([O-])O.[Na+]. The catalyst is CO. The product is [C:21]([O:20][C:18]([N:15]1[CH2:16][CH2:17][C@H:13]([NH:12][CH2:1][CH3:2])[CH2:14]1)=[O:19])([CH3:24])([CH3:23])[CH3:22]. The yield is 0.700.